This data is from Full USPTO retrosynthesis dataset with 1.9M reactions from patents (1976-2016). The task is: Predict the reactants needed to synthesize the given product. (1) Given the product [CH3:1][O:2][CH:3]([O:19][CH3:20])[C:4]1[CH:9]=[CH:8][C:7]([C:10]2[C:11]([C:12]3[CH:17]=[CH:16][CH:15]=[CH:14][CH:13]=3)=[CH:26][N:22]=[C:23]([NH2:25])[N:24]=2)=[CH:6][CH:5]=1, predict the reactants needed to synthesize it. The reactants are: [CH3:1][O:2][CH:3]([O:19][CH3:20])[C:4]1[CH:9]=[CH:8][C:7]([CH:10](O)[CH2:11][C:12]2[CH:17]=[CH:16][CH:15]=[CH:14][CH:13]=2)=[CH:6][CH:5]=1.Cl.[NH2:22][C:23]([NH2:25])=[NH:24].[CH3:26][O-].[Na+]. (2) Given the product [CH:1]1([CH:4]([O:6][C:7](=[O:34])[NH:8][C:9]2[CH:14]=[CH:13][C:12]([C:15]3[N:16]([CH:30]4[CH2:33][CH2:32][CH2:31]4)[C:17]4[C:22]([C:23]=3[C:24]#[N:25])=[CH:21][CH:20]=[C:19]([O:26][CH2:27][CH2:28][N:38]3[CH:42]=[N:41][CH:40]=[N:39]3)[CH:18]=4)=[CH:11][CH:10]=2)[CH3:5])[CH2:3][CH2:2]1, predict the reactants needed to synthesize it. The reactants are: [CH:1]1([CH:4]([O:6][C:7](=[O:34])[NH:8][C:9]2[CH:14]=[CH:13][C:12]([C:15]3[N:16]([CH:30]4[CH2:33][CH2:32][CH2:31]4)[C:17]4[C:22]([C:23]=3[C:24]#[N:25])=[CH:21][CH:20]=[C:19]([O:26][CH2:27][CH2:28]Cl)[CH:18]=4)=[CH:11][CH:10]=2)[CH3:5])[CH2:3][CH2:2]1.[I-].[Na+].[Na].[NH:38]1[CH:42]=[N:41][CH:40]=[N:39]1. (3) Given the product [CH2:1]([O:3][C:4](=[O:13])[CH2:5][C:6]1[CH:7]=[CH:8][C:9]([NH:12][C:16](=[O:17])[CH2:15][Cl:14])=[CH:10][CH:11]=1)[CH3:2], predict the reactants needed to synthesize it. The reactants are: [CH2:1]([O:3][C:4](=[O:13])[CH2:5][C:6]1[CH:11]=[CH:10][C:9]([NH2:12])=[CH:8][CH:7]=1)[CH3:2].[Cl:14][CH2:15][C:16](Cl)=[O:17]. (4) Given the product [C:9]1(=[O:14])[N:7]([CH2:6][C:5]([O:4][CH2:2][CH3:3])=[O:8])[C:12](=[O:13])[CH:11]=[CH:10]1, predict the reactants needed to synthesize it. The reactants are: Cl.[CH2:2]([O:4][C:5](=[O:8])[CH2:6][NH2:7])[CH3:3].[C:9]1(=O)[O:14][C:12](=[O:13])[CH:11]=[CH:10]1.C(N(CC)CC)C.C1(C)C=CC=CC=1. (5) Given the product [F:28][C:15]1[CH:14]=[CH:13][C:12]([O:11][C:8]2[CH:9]=[CH:10][C:5]3[N:6]([CH:29]=[C:3]([NH:2][C:30](=[O:33])[CH2:31][CH3:32])[N:4]=3)[N:7]=2)=[CH:17][C:16]=1[NH:18][C:19]([C:21]1[N:25]([CH3:26])[N:24]=[C:23]([CH3:27])[CH:22]=1)=[O:20], predict the reactants needed to synthesize it. The reactants are: Cl.[NH2:2][C:3]1[N:4]=[C:5]2[CH:10]=[CH:9][C:8]([O:11][C:12]3[CH:13]=[CH:14][C:15]([F:28])=[C:16]([NH:18][C:19]([C:21]4[N:25]([CH3:26])[N:24]=[C:23]([CH3:27])[CH:22]=4)=[O:20])[CH:17]=3)=[N:7][N:6]2[CH:29]=1.[C:30](Cl)(=[O:33])[CH2:31][CH3:32].O. (6) The reactants are: [Cl:1][C:2]1[CH:7]=[CH:6][C:5]([CH:8]([NH2:18])[CH:9]([NH2:17])[CH2:10][CH:11]2[CH2:16][CH2:15][CH2:14][CH2:13][CH2:12]2)=[CH:4][CH:3]=1.Cl.[CH2:20]([O:22][C:23]1[CH:33]=[C:32]([O:34][CH3:35])[CH:31]=[CH:30][C:24]=1[C:25](=N)OCC)[CH3:21].ClC1C=CC(C2NC(C3C=CC(OC)=CC=3OCC)=NC2CC2CCCC2)=CC=1. Given the product [Cl:1][C:2]1[CH:3]=[CH:4][C:5]([CH:8]2[NH:18][C:25]([C:24]3[CH:30]=[CH:31][C:32]([O:34][CH3:35])=[CH:33][C:23]=3[O:22][CH2:20][CH3:21])=[N:17][CH:9]2[CH2:10][CH:11]2[CH2:12][CH2:13][CH2:14][CH2:15][CH2:16]2)=[CH:6][CH:7]=1, predict the reactants needed to synthesize it. (7) Given the product [Cl:36][C:37]1[CH:44]=[CH:43][CH:42]=[C:41]([Cl:45])[C:38]=1[CH2:39][S:2]([C:5]1[CH:14]=[CH:13][C:12]2[NH:11][C:10](=[O:15])[C:9]3[NH:16][CH:17]=[CH:18][C:8]=3[C:7]=2[CH:6]=1)(=[O:3])=[O:4].[CH2:18]([C:19]([O-:21])=[O:20])[CH3:17], predict the reactants needed to synthesize it. The reactants are: Cl[S:2]([C:5]1[CH:14]=[CH:13][C:12]2[NH:11][C:10](=[O:15])[C:9]3[NH:16][CH:17]=[C:18]([C:19]([OH:21])=[O:20])[C:8]=3[C:7]=2[CH:6]=1)(=[O:4])=[O:3].S([O-])([O-])=O.[Na+].[Na+].P([O-])([O-])([O-])=O.[Na+].[Na+].[Na+].[Cl:36][C:37]1[CH:44]=[CH:43][CH:42]=[C:41]([Cl:45])[C:38]=1[CH2:39]Br.